From a dataset of Full USPTO retrosynthesis dataset with 1.9M reactions from patents (1976-2016). Predict the reactants needed to synthesize the given product. (1) Given the product [CH3:5][C:4]1[N:1]([C:2]2[CH:10]=[CH:9][C:5]([CH2:6][C:7]#[N:8])=[CH:4][CH:3]=2)[C:10]([CH3:9])=[CH:2][CH:3]=1, predict the reactants needed to synthesize it. The reactants are: [NH2:1][C:2]1[CH:10]=[CH:9][C:5]([CH2:6][C:7]#[N:8])=[CH:4][CH:3]=1. (2) Given the product [CH2:17]([O:16][C:14]1[C:9]2[NH:10][C:11](=[O:13])[O:12][C:8]=2[CH:7]=[C:6]([CH2:4][OH:3])[CH:15]=1)[CH3:18], predict the reactants needed to synthesize it. The reactants are: C([O:3][C:4]([C:6]1[CH:15]=[C:14]([O:16][CH2:17][CH3:18])[C:9]2[NH:10][C:11](=[O:13])[O:12][C:8]=2[CH:7]=1)=O)C.[H-].C([Al+]CC(C)C)C(C)C. (3) Given the product [CH3:25][CH:26]([N:3]1[CH2:2][CH2:1][C:7]2[CH:8]=[CH:9][C:10]([O:12][C:13]3[N:18]=[CH:17][C:16]([N:19]4[CH2:23][CH2:22][CH2:21][C:20]4=[O:24])=[CH:15][CH:14]=3)=[CH:11][C:6]=2[CH2:5][CH2:4]1)[CH3:28], predict the reactants needed to synthesize it. The reactants are: [CH2:1]1[C:7]2[CH:8]=[CH:9][C:10]([O:12][C:13]3[N:18]=[CH:17][C:16]([N:19]4[CH2:23][CH2:22][CH2:21][C:20]4=[O:24])=[CH:15][CH:14]=3)=[CH:11][C:6]=2[CH2:5][CH2:4][NH:3][CH2:2]1.[CH3:25][C:26]([CH3:28])=O.C(O)(=O)C. (4) Given the product [CH2:1]([C:8]1[CH:13]=[CH:12][C:11]([CH:19]=[O:20])=[C:10]([OH:14])[C:9]=1[CH3:15])[C:2]1[CH:3]=[CH:4][CH:5]=[CH:6][CH:7]=1, predict the reactants needed to synthesize it. The reactants are: [CH2:1]([C:8]1[C:9]([CH3:15])=[C:10]([OH:14])[CH:11]=[CH:12][CH:13]=1)[C:2]1[CH:7]=[CH:6][CH:5]=[CH:4][CH:3]=1.[Mg+2].[Cl-].[Cl-].[CH2:19]=[O:20].Cl. (5) The reactants are: O[CH2:2][C:3]1[Se:7][C:6]([CH:8]=[O:9])=[CH:5][CH:4]=1.[F:10][C:11]1[CH:12]=[C:13]2[C:17](=[CH:18][CH:19]=1)[NH:16][C:15](=[O:20])[CH2:14]2.[Se]1C=CC=C1C=O. Given the product [F:10][C:11]1[CH:12]=[C:13]2[C:17](=[CH:18][CH:19]=1)[NH:16][C:15](=[O:20])/[C:14]/2=[CH:2]\[C:3]1[Se:7][C:6]([CH2:8][OH:9])=[CH:5][CH:4]=1, predict the reactants needed to synthesize it. (6) Given the product [Cl:1][C:2]1[CH:3]=[C:4]([CH:8]=[C:9]([Cl:13])[C:10]=1[O:11][CH3:12])[C:5]([Cl:23])=[O:6], predict the reactants needed to synthesize it. The reactants are: [Cl:1][C:2]1[CH:3]=[C:4]([CH:8]=[C:9]([Cl:13])[C:10]=1[O:11][CH3:12])[C:5](O)=[O:6].C1(C)C=CC=CC=1.S(Cl)([Cl:23])=O.